From a dataset of Reaction yield outcomes from USPTO patents with 853,638 reactions. Predict the reaction yield, written as a fraction of the theoretical maximum amount of product (1.0 means a 100% yield; for example, 0.34 means a 34% yield). (1) The reactants are [NH2:1][C:2]1[CH:3]=[C:4]([CH:17]=[CH:18][CH:19]=1)[O:5][C:6]1[C:15]2[NH:14][C:13](=[O:16])[CH:12]=[N:11][C:10]=2[N:9]=[CH:8][CH:7]=1.[C:20]([C:24]1[CH:28]=[C:27]([N:29]=[C:30]=[O:31])[N:26]([C:32]2[CH:37]=[CH:36][CH:35]=[CH:34][CH:33]=2)[N:25]=1)([CH3:23])([CH3:22])[CH3:21]. No catalyst specified. The product is [C:20]([C:24]1[CH:28]=[C:27]([NH:29][C:30]([NH:1][C:2]2[CH:19]=[CH:18][CH:17]=[C:4]([O:5][C:6]3[C:15]4[NH:14][C:13](=[O:16])[CH:12]=[N:11][C:10]=4[N:9]=[CH:8][CH:7]=3)[CH:3]=2)=[O:31])[N:26]([C:32]2[CH:37]=[CH:36][CH:35]=[CH:34][CH:33]=2)[N:25]=1)([CH3:23])([CH3:21])[CH3:22]. The yield is 0.290. (2) The reactants are [CH3:1][N:2]([CH3:20])[C:3]([C:5]1[N:14]([CH:15]2[CH2:19][CH2:18][CH2:17][CH2:16]2)[C:8]2[N:9]=[C:10](Cl)[N:11]=[CH:12][C:7]=2[CH:6]=1)=[O:4].C(OC([N:28]1[CH2:33][CH2:32][CH:31]([NH:34][C:35]([C:37]2[CH:38]=[N:39][C:40]([NH2:43])=[CH:41][CH:42]=2)=[O:36])[CH2:30][CH2:29]1)=O)(C)(C)C.CCCC[N+](CCCC)(CCCC)CCCC.[F-]. The catalyst is C1COCC1. The product is [CH3:1][N:2]([CH3:20])[C:3]([C:5]1[N:14]([CH:15]2[CH2:19][CH2:18][CH2:17][CH2:16]2)[C:8]2[N:9]=[C:10]([NH:43][C:40]3[CH:41]=[CH:42][C:37]([C:35](=[O:36])[NH:34][CH:31]4[CH2:32][CH2:33][NH:28][CH2:29][CH2:30]4)=[CH:38][N:39]=3)[N:11]=[CH:12][C:7]=2[CH:6]=1)=[O:4]. The yield is 0.720.